Dataset: Choline transporter screen with 302,306 compounds. Task: Binary Classification. Given a drug SMILES string, predict its activity (active/inactive) in a high-throughput screening assay against a specified biological target. (1) The result is 0 (inactive). The compound is O(C(=O)C1CCCN(C1)C\C=C\c1c([N+]([O-])=O)cccc1)CC. (2) The drug is s1c(CNC(=O)c2[nH]cc(c2)C(=O)CC)ccc1. The result is 0 (inactive). (3) The drug is o1c(c(C(=O)c2ccccc2)c(=O)cc1C)C. The result is 0 (inactive). (4) The drug is S1(=O)(=O)c2c(N(Cc3cc(ccc3)C)C(=O)c3c1cccc3)cc(C(=O)NCCCN1CCCC1)cc2. The result is 1 (active).